Dataset: Full USPTO retrosynthesis dataset with 1.9M reactions from patents (1976-2016). Task: Predict the reactants needed to synthesize the given product. (1) Given the product [C:1]([Si:5]([CH3:19])([CH3:18])[O:6][CH2:7][C:8]1[CH:13]=[C:12]([O:14][CH3:15])[CH:11]=[CH:10][C:9]=1[CH2:16][CH3:17])([CH3:3])([CH3:4])[CH3:2], predict the reactants needed to synthesize it. The reactants are: [C:1]([Si:5]([CH3:19])([CH3:18])[O:6][CH2:7][C:8]1[CH:13]=[C:12]([O:14][CH3:15])[CH:11]=[CH:10][C:9]=1[CH:16]=[CH2:17])([CH3:4])([CH3:3])[CH3:2].[H][H]. (2) Given the product [F:1][C:2]1[CH:26]=[CH:25][C:5]([CH2:6][O:7][C:8]2[CH:13]=[CH:12][C:11]([CH:14]([O:18][CH2:19][O:20][CH2:21][CH2:22][O:23][CH3:24])[C:15]([NH:46][C:47]3[S:48][S:49][C:50](=[S:52])[N:51]=3)=[O:16])=[CH:10][CH:9]=2)=[CH:4][CH:3]=1, predict the reactants needed to synthesize it. The reactants are: [F:1][C:2]1[CH:26]=[CH:25][C:5]([CH2:6][O:7][C:8]2[CH:13]=[CH:12][C:11]([CH:14]([O:18][CH2:19][O:20][CH2:21][CH2:22][O:23][CH3:24])[C:15](O)=[O:16])=[CH:10][CH:9]=2)=[CH:4][CH:3]=1.C(N1C=CN=C1)(N1C=CN=C1)=O.N1C=CN=C1.[H-].[Na+].[NH2:46][C:47]1[S:48][S:49][C:50](=[S:52])[N:51]=1.O.[Cl-].[NH4+].